From a dataset of NCI-60 drug combinations with 297,098 pairs across 59 cell lines. Regression. Given two drug SMILES strings and cell line genomic features, predict the synergy score measuring deviation from expected non-interaction effect. Drug 1: C1=CC=C(C=C1)NC(=O)CCCCCCC(=O)NO. Drug 2: C1CNP(=O)(OC1)N(CCCl)CCCl. Cell line: NCIH23. Synergy scores: CSS=18.4, Synergy_ZIP=-2.59, Synergy_Bliss=-3.24, Synergy_Loewe=-70.5, Synergy_HSA=-4.01.